Dataset: Forward reaction prediction with 1.9M reactions from USPTO patents (1976-2016). Task: Predict the product of the given reaction. (1) The product is: [NH2:1][C:2]1[N:3]=[C:4]([C:18]2[O:19][CH:20]=[CH:21][CH:22]=2)[C:5]([C:16]#[N:17])=[C:6]([C:30]#[C:29][C:23]2[CH:28]=[CH:27][CH:26]=[CH:25][CH:24]=2)[N:7]=1. Given the reactants [NH2:1][C:2]1[N:7]=[C:6](OS(C(F)(F)F)(=O)=O)[C:5]([C:16]#[N:17])=[C:4]([C:18]2[O:19][CH:20]=[CH:21][CH:22]=2)[N:3]=1.[C:23]1([C:29]#[CH:30])[CH:28]=[CH:27][CH:26]=[CH:25][CH:24]=1.C1(P(C2C=CC=CC=2)C2C=CC=CC=2)C=CC=CC=1.C(N(CC)CC)C, predict the reaction product. (2) Given the reactants [NH2:1][C:2]1[O:3][CH2:4][C@@:5]2([N:21]=1)[C:18]1[CH:17]=[C:16](Br)[CH:15]=[CH:14][C:13]=1[O:12][C:11]1[C:6]2=[CH:7][C:8]([OH:20])=[CH:9][CH:10]=1.C1(P(C2CCCCC2)C2C=CC=CC=2C2C(N(C)C)=CC=CC=2)CCCCC1.[CH3:50][C:51]1([CH3:57])[O:56][CH2:55][CH2:54][NH:53][CH2:52]1.[Li+].C[Si]([N-][Si](C)(C)C)(C)C, predict the reaction product. The product is: [NH2:1][C:2]1[O:3][CH2:4][C@@:5]2([N:21]=1)[C:18]1[CH:17]=[C:16]([N:53]3[CH2:54][CH2:55][O:56][C:51]([CH3:57])([CH3:50])[CH2:52]3)[CH:15]=[CH:14][C:13]=1[O:12][C:11]1[C:6]2=[CH:7][C:8]([OH:20])=[CH:9][CH:10]=1. (3) Given the reactants C(O)(=O)C1C=CC=CC=1.[NH2:10][CH:11]1[CH2:16][CH2:15][CH2:14][N:13]([C:17]2[N:22]([CH2:23][C:24]3[CH:31]=[CH:30][CH:29]=[CH:28][C:25]=3[C:26]#[N:27])[C:21](=[O:32])[N:20]([CH3:33])[C:19](=[O:34])[CH:18]=2)[CH2:12]1.O=S(Cl)[Cl:37], predict the reaction product. The product is: [NH2:10][C@@H:11]1[CH2:16][CH2:15][CH2:14][N:13]([C:17]2[N:22]([CH2:23][C:24]3[CH:31]=[CH:30][CH:29]=[CH:28][C:25]=3[C:26]#[N:27])[C:21](=[O:32])[N:20]([CH3:33])[C:19](=[O:34])[C:18]=2[Cl:37])[CH2:12]1. (4) Given the reactants [OH:1]/[N:2]=[C:3](/[C@@H:5]1[C@:21]2([CH3:22])[C@H:8]([C@H:9]3[C@H:18]([CH2:19][CH2:20]2)[C@:17]2([CH3:23])[C:12](=[CH:13][C:14](=[O:24])[CH2:15][CH2:16]2)[CH2:11][CH2:10]3)[CH2:7][CH2:6]1)\[CH3:4].[CH3:25][N:26]1[CH2:31][CH2:30][N:29]([CH2:32][C:33](O)=[O:34])[CH2:28][CH2:27]1.C(N(CC)C(C)C)(C)C.CCN=C=NCCCN(C)C.C([O-])(O)=O.[Na+], predict the reaction product. The product is: [CH3:23][C@:17]12[CH2:16][CH2:15][C:14](=[O:24])[CH:13]=[C:12]1[CH2:11][CH2:10][C@@H:9]1[C@@H:18]2[CH2:19][CH2:20][C@@:21]2([CH3:22])[C@H:8]1[CH2:7][CH2:6][C@@H:5]2/[C:3](=[N:2]/[O:1][C:33](=[O:34])[CH2:32][N:29]1[CH2:30][CH2:31][N:26]([CH3:25])[CH2:27][CH2:28]1)/[CH3:4]. (5) Given the reactants C[Si]([N-][Si](C)(C)C)(C)C.[Na+].[NH2:11][C:12]1[C:13]([Cl:21])=[CH:14][C:15]([Br:20])=[C:16]([CH:19]=1)[C:17]#[N:18].[C:22](O[C:22]([O:24][C:25]([CH3:28])([CH3:27])[CH3:26])=[O:23])([O:24][C:25]([CH3:28])([CH3:27])[CH3:26])=[O:23].Cl, predict the reaction product. The product is: [C:25]([O:24][C:22](=[O:23])[NH:11][C:12]1[CH:19]=[C:16]([C:17]#[N:18])[C:15]([Br:20])=[CH:14][C:13]=1[Cl:21])([CH3:28])([CH3:27])[CH3:26]. (6) Given the reactants [N:1]1[CH:6]=[CH:5][CH:4]=[C:3]([NH:7][C:8](=O)[O:9]C2C=CC=CC=2)[CH:2]=1.FC(F)(F)C(O)=O.[C:24]1([C:30](=[C:48]2[CH2:53][CH2:52][NH:51][CH2:50][CH2:49]2)[C:31]2[CH:32]=[C:33]([CH:45]=[CH:46][CH:47]=2)[O:34][C:35]2[CH:40]=[CH:39][C:38]([C:41]([F:44])([F:43])[F:42])=[CH:37][N:36]=2)[CH:29]=[CH:28][CH:27]=[CH:26][CH:25]=1.C(N(CC)CC)C.C(OCC)C, predict the reaction product. The product is: [C:24]1([C:30]([C:31]2[CH:47]=[CH:46][CH:45]=[C:33]([O:34][C:35]3[CH:40]=[CH:39][C:38]([C:41]([F:43])([F:44])[F:42])=[CH:37][N:36]=3)[CH:32]=2)=[C:48]2[CH2:53][CH2:52][N:51]([C:8]([NH:7][C:3]3[CH:2]=[N:1][CH:6]=[CH:5][CH:4]=3)=[O:9])[CH2:50][CH2:49]2)[CH:29]=[CH:28][CH:27]=[CH:26][CH:25]=1. (7) Given the reactants O/[CH:2]=[C:3](\[CH2:8][C:9]1[CH:10]=[N:11][CH:12]=[N:13][CH:14]=1)/[C:4]([O:6]C)=O.[C:15](=[NH:37])([O:17][CH2:18][CH2:19][C:20]1[CH:25]=[CH:24][C:23]([O:26][C:27]2[CH:32]=[CH:31][CH:30]=[C:29]([C:33]([F:36])([F:35])[F:34])[CH:28]=2)=[CH:22][CH:21]=1)[NH2:16].C([O-])([O-])=O.[K+].[K+], predict the reaction product. The product is: [O:6]=[C:4]1[C:3]([CH2:8][C:9]2[CH:10]=[N:11][CH:12]=[N:13][CH:14]=2)=[CH:2][NH:37][C:15]([O:17][CH2:18][CH2:19][C:20]2[CH:21]=[CH:22][C:23]([O:26][C:27]3[CH:32]=[CH:31][CH:30]=[C:29]([C:33]([F:34])([F:35])[F:36])[CH:28]=3)=[CH:24][CH:25]=2)=[N:16]1.